From a dataset of Reaction yield outcomes from USPTO patents with 853,638 reactions. Predict the reaction yield, written as a fraction of the theoretical maximum amount of product (1.0 means a 100% yield; for example, 0.34 means a 34% yield). (1) The reactants are Cl[C:2]1[CH:7]=[CH:6][N:5]=[C:4]2[CH:8]=[C:9]([C:11]([N:13]3[CH2:17][CH2:16][CH:15]([CH2:18][NH:19][CH3:20])[CH2:14]3)=[O:12])[S:10][C:3]=12.[CH3:21][NH:22][C:23]([C:25]1[C:33]2[C:28](=[CH:29][C:30]([OH:34])=[CH:31][CH:32]=2)[N:27]([CH3:35])[C:26]=1[CH3:36])=[O:24].C([O-])([O-])=O.[Cs+].[Cs+]. No catalyst specified. The product is [CH3:21][NH:22][C:23]([C:25]1[C:33]2[C:28](=[CH:29][C:30]([O:34][C:2]3[CH:7]=[CH:6][N:5]=[C:4]4[CH:8]=[C:9]([C:11]([N:13]5[CH2:17][CH2:16][CH:15]([CH2:18][NH:19][CH3:20])[CH2:14]5)=[O:12])[S:10][C:3]=34)=[CH:31][CH:32]=2)[N:27]([CH3:35])[C:26]=1[CH3:36])=[O:24]. The yield is 0.540. (2) The reactants are [Cl:1][C:2]1[CH:3]=[C:4]([C:12]2[S:13][CH:14]=[CH:15][N:16]=2)[CH:5]=[CH:6][C:7]=1[O:8][CH:9]([CH3:11])[CH3:10].[Br:17]Br. The catalyst is C(Cl)(Cl)Cl. The product is [Br:17][C:14]1[S:13][C:12]([C:4]2[CH:5]=[CH:6][C:7]([O:8][CH:9]([CH3:11])[CH3:10])=[C:2]([Cl:1])[CH:3]=2)=[N:16][CH:15]=1. The yield is 0.740. (3) The reactants are [C:1](=[O:8])([O:5][CH2:6][CH3:7])OCC.CC(C)([O-])C.[K+].[CH3:15][C:16]([C:18]1[CH:23]=[CH:22][C:21]([F:24])=[CH:20][CH:19]=1)=[O:17]. The catalyst is C1(C)C=CC=CC=1. The product is [F:24][C:21]1[CH:22]=[CH:23][C:18]([C:16](=[O:17])[CH2:15][C:1]([O:5][CH2:6][CH3:7])=[O:8])=[CH:19][CH:20]=1. The yield is 0.790. (4) The reactants are [N:1]1[NH:2][N:3]=[N:4][C:5]=1[CH2:6][C:7]([NH:30][C:31](=[O:43])[C:32]1[CH:37]=[CH:36][C:35]([F:38])=[C:34]([C:39]([F:42])([F:41])[F:40])[CH:33]=1)([C:19]1[CH:24]=[CH:23][CH:22]=[C:21]([O:25][C:26]([F:29])([F:28])[F:27])[CH:20]=1)[C:8]1[CH:13]=[CH:12][CH:11]=[C:10]([O:14][C:15]([F:18])([F:17])[F:16])[CH:9]=1.[N+](=[CH:46][Si](C)(C)C)=[N-]. The catalyst is C1COCC1.CO. The product is [F:38][C:35]1[CH:36]=[CH:37][C:32]([C:31]([NH:30][C:7]([C:8]2[CH:13]=[CH:12][CH:11]=[C:10]([O:14][C:15]([F:16])([F:17])[F:18])[CH:9]=2)([C:19]2[CH:24]=[CH:23][CH:22]=[C:21]([O:25][C:26]([F:27])([F:28])[F:29])[CH:20]=2)[CH2:6][C:5]2[N:4]=[N:3][N:2]([CH3:46])[N:1]=2)=[O:43])=[CH:33][C:34]=1[C:39]([F:40])([F:41])[F:42]. The yield is 0.600. (5) The product is [C:1]([C:3]1[CH:4]=[CH:5][C:6]([O:16][CH2:17][C@H:18]([OH:19])[CH2:20][N:30]2[CH2:29][CH:28]3[CH2:34][CH:32]([CH2:33][N:26]([C:24]([NH:23][CH2:21][CH3:22])=[O:25])[CH2:27]3)[CH2:31]2)=[C:7]([C:8]([NH:10][CH2:11][CH2:12][C:13]#[N:14])=[O:9])[CH:15]=1)#[N:2]. The yield is 0.730. The catalyst is C(O)(C)C. The reactants are [C:1]([C:3]1[CH:4]=[CH:5][C:6]([O:16][CH2:17][C@H:18]2[CH2:20][O:19]2)=[C:7]([CH:15]=1)[C:8]([NH:10][CH2:11][CH2:12][C:13]#[N:14])=[O:9])#[N:2].[CH2:21]([NH:23][C:24]([N:26]1[CH2:33][CH:32]2[CH2:34][CH:28]([CH2:29][NH:30][CH2:31]2)[CH2:27]1)=[O:25])[CH3:22].O. (6) The reactants are [NH2:1][C:2]1[CH:7]=[C:6]([CH2:8][C@H:9]2[C:12](=[O:13])[N:11]([C:14](=[O:24])[NH:15][C@@H:16]([C:18]3[CH:23]=[CH:22][CH:21]=[CH:20][CH:19]=3)[CH3:17])[C@@H:10]2[C:25]([O:27][CH2:28][CH3:29])=[O:26])[CH:5]=[CH:4][N:3]=1.N1C=CC=CC=1.Cl[C:37]([O:39][CH2:40][CH2:41][CH2:42][CH2:43][CH2:44][CH3:45])=[O:38]. The catalyst is C(Cl)Cl.O. The product is [CH2:40]([O:39][C:37]([NH:1][C:2]1[CH:7]=[C:6]([CH2:8][C@H:9]2[C:12](=[O:13])[N:11]([C:14](=[O:24])[NH:15][C@@H:16]([C:18]3[CH:19]=[CH:20][CH:21]=[CH:22][CH:23]=3)[CH3:17])[C@@H:10]2[C:25]([O:27][CH2:28][CH3:29])=[O:26])[CH:5]=[CH:4][N:3]=1)=[O:38])[CH2:41][CH2:42][CH2:43][CH2:44][CH3:45]. The yield is 0.660. (7) No catalyst specified. The reactants are [C:1](Cl)(=[O:8])[C:2]1[CH:7]=[CH:6][CH:5]=[CH:4][CH:3]=1.[C:10]1(O)([OH:16])[CH2:15][CH2:14][CH2:13][CH2:12][CH2:11]1.N1C=CC=CC=1.[O:24]1CCCC1. The product is [C:1]([O:8][CH:13]1[CH2:14][CH2:15][CH:10]([OH:16])[CH2:11][CH2:12]1)(=[O:24])[C:2]1[CH:7]=[CH:6][CH:5]=[CH:4][CH:3]=1. The yield is 0.860. (8) The reactants are [F:1][C:2]1[C:7]2[S:8][C:9]([C:11]3[CH:16]=[CH:15][C:14]([O:17][CH3:18])=[CH:13][CH:12]=3)=[CH:10][C:6]=2[CH:5]=[CH:4][C:3]=1[O:19][CH3:20].[F:21][C:22]1[C:38]([O:39][CH3:40])=[C:37]([F:41])[C:25]2[S:26][C:27]([C:29]3[CH:34]=[CH:33][C:32]([O:35][CH3:36])=[CH:31][CH:30]=3)=[CH:28][C:24]=2[CH:23]=1.C1C(=O)N([Br:49])C(=O)C1.[O-]S([O-])(=S)=O.[Na+].[Na+]. The catalyst is C1COCC1.C(Cl)Cl. The product is [Br:49][C:10]1[C:6]2[CH:5]=[CH:4][C:3]([O:19][CH3:20])=[C:2]([F:1])[C:7]=2[S:8][C:9]=1[C:11]1[CH:16]=[CH:15][C:14]([O:17][CH3:18])=[CH:13][CH:12]=1.[Br:49][C:28]1[C:24]2[CH:23]=[C:22]([F:21])[C:38]([O:39][CH3:40])=[C:37]([F:41])[C:25]=2[S:26][C:27]=1[C:29]1[CH:34]=[CH:33][C:32]([O:35][CH3:36])=[CH:31][CH:30]=1. The yield is 0.436. (9) The reactants are [Cl:1][C:2]1[CH:27]=[CH:26][C:5]([CH2:6][NH:7][C:8]2[N:13]=[C:12](Cl)[C:11]([CH:15]([C:17]3[C:25]4[C:20](=[N:21][CH:22]=[CH:23][CH:24]=4)[NH:19][CH:18]=3)O)=[CH:10][CH:9]=2)=[CH:4][CH:3]=1.C([SiH](CC)CC)C.FC(F)(F)C(O)=[O:38]. The catalyst is C(#N)C. The product is [NH:19]1[C:20]2=[N:21][CH:22]=[CH:23][CH:24]=[C:25]2[C:17]([CH2:15][C:11]2[C:12]([OH:38])=[N:13][C:8]([NH:7][CH2:6][C:5]3[CH:26]=[CH:27][C:2]([Cl:1])=[CH:3][CH:4]=3)=[CH:9][CH:10]=2)=[CH:18]1. The yield is 0.780.